This data is from Reaction yield outcomes from USPTO patents with 853,638 reactions. The task is: Predict the reaction yield, written as a fraction of the theoretical maximum amount of product (1.0 means a 100% yield; for example, 0.34 means a 34% yield). (1) The reactants are [CH:1]1([NH:4][C:5](=[O:38])[C:6]2[CH:11]=[CH:10][C:9]([CH3:12])=[C:8]([NH:13][C:14](=[O:37])[C:15]3[CH:20]=[CH:19][C:18]([O:21][CH2:22][C:23]4[CH:28]=[CH:27][C:26]([O:29]CC5C=CC=CC=5)=[CH:25][N:24]=4)=[CH:17][CH:16]=3)[CH:7]=2)[CH2:3][CH2:2]1.[BrH:39]. The catalyst is C(O)(=O)C.CCOCC. The product is [BrH:39].[CH:1]1([NH:4][C:5](=[O:38])[C:6]2[CH:11]=[CH:10][C:9]([CH3:12])=[C:8]([NH:13][C:14](=[O:37])[C:15]3[CH:16]=[CH:17][C:18]([O:21][CH2:22][C:23]4[CH:28]=[CH:27][C:26]([OH:29])=[CH:25][N:24]=4)=[CH:19][CH:20]=3)[CH:7]=2)[CH2:2][CH2:3]1. The yield is 0.620. (2) The reactants are FC(F)(F)S(O[CH2:7][C@H:8]([CH3:11])[CH2:9][F:10])(=O)=O.[CH3:14][C@H:15]1[NH:27][C@H:26]([C:28]2[CH:33]=[CH:32][C:31](/[CH:34]=[CH:35]/[C:36]([O:38][CH3:39])=[O:37])=[CH:30][CH:29]=2)[C:18]2[NH:19][C:20]3[C:25]([C:17]=2[CH2:16]1)=[CH:24][CH:23]=[CH:22][CH:21]=3.C(N(CC)C(C)C)(C)C. The catalyst is O1CCOCC1. The product is [F:10][CH2:9][C@@H:8]([CH3:11])[CH2:7][N:27]1[C@H:15]([CH3:14])[CH2:16][C:17]2[C:25]3[C:20](=[CH:21][CH:22]=[CH:23][CH:24]=3)[NH:19][C:18]=2[C@H:26]1[C:28]1[CH:29]=[CH:30][C:31](/[CH:34]=[CH:35]/[C:36]([O:38][CH3:39])=[O:37])=[CH:32][CH:33]=1. The yield is 0.860. (3) The reactants are [Br:1][C:2]1[CH:10]=[CH:9][C:8]([N:11]2[CH:15]=[CH:14][CH:13]=[CH:12]2)=[CH:7][C:3]=1[C:4](O)=[O:5].CC[N:18](C(C)C)C(C)C.ClC(OC(C)C)=O.N. The catalyst is C1COCC1. The product is [Br:1][C:2]1[CH:10]=[CH:9][C:8]([N:11]2[CH:15]=[CH:14][CH:13]=[CH:12]2)=[CH:7][C:3]=1[C:4]([NH2:18])=[O:5]. The yield is 0.970. (4) The reactants are I[C:2]1[C:10]2[C:5](=[CH:6][C:7]([C:11]([O:13][CH3:14])=O)=[CH:8][CH:9]=2)[NH:4]N=1.Cl[CH2:16]Cl.[OH-:18].[NH4+:19].[Cl-].[NH4+:21]. The catalyst is CC(N(C)C)=O.[Zn].[C-]#N.[Zn+2].[C-]#N.Cl[Pd]Cl.C1(P(C2C=CC=CC=2)[C-]2C=CC=C2)C=CC=CC=1.[C-]1(P(C2C=CC=CC=2)C2C=CC=CC=2)C=CC=C1.[Fe+2].[Cu]I. The product is [C:16]([C:2]1[C:10]2[C:5](=[CH:6][C:7]([C:11]([O:13][CH3:14])=[O:18])=[CH:8][CH:9]=2)[NH:4][N:21]=1)#[N:19]. The yield is 0.730. (5) The reactants are [CH3:1][O:2][C:3]1[CH:8]=[CH:7][C:6]([CH2:9][C:10]([C:12]2[CH:17]=[CH:16][CH:15]=[CH:14][CH:13]=2)=O)=[CH:5][CH:4]=1.[CH2:18]([O:20][C:21]1[CH:22]=[C:23]([CH:26]=[C:27]([N+:30]([O-:32])=[O:31])[C:28]=1[OH:29])[CH:24]=O)[CH3:19].[NH2:33][C:34]([NH2:36])=[O:35].Cl. The catalyst is C(O)C. The product is [CH2:18]([O:20][C:21]1[CH:22]=[C:23]([CH:24]2[C:9]([C:6]3[CH:7]=[CH:8][C:3]([O:2][CH3:1])=[CH:4][CH:5]=3)=[C:10]([C:12]3[CH:17]=[CH:16][CH:15]=[CH:14][CH:13]=3)[NH:36][C:34](=[O:35])[NH:33]2)[CH:26]=[C:27]([N+:30]([O-:32])=[O:31])[C:28]=1[OH:29])[CH3:19]. The yield is 0.108. (6) The reactants are [CH2:1]=[C:2]1[CH2:5][CH:4]([C:6]([OH:8])=[O:7])[CH2:3]1.[H-].[Na+].CN(C)C=O.[CH2:16](I)[CH2:17][CH3:18]. The catalyst is C(OCC)(=O)C. The product is [CH2:1]=[C:2]1[CH2:5][CH:4]([C:6]([O:8][CH2:16][CH2:17][CH3:18])=[O:7])[CH2:3]1. The yield is 0.660.